Dataset: Forward reaction prediction with 1.9M reactions from USPTO patents (1976-2016). Task: Predict the product of the given reaction. (1) Given the reactants [CH2:1]([O:8][C:9]1[CH:10]=[C:11]([Mg]Br)[CH:12]=[CH:13][CH:14]=1)[C:2]1[CH:7]=[CH:6][CH:5]=[CH:4][CH:3]=1.[Cl:17][C:18]1[CH:23]=[CH:22][C:21]([N:24]2[CH:29]=[CH:28][C:27](=[O:30])[C:26]([C:31](N(OC)C)=[O:32])=[N:25]2)=[CH:20][CH:19]=1.Cl.C([O-])([O-])=O.[Na+].[Na+], predict the reaction product. The product is: [CH2:1]([O:8][C:9]1[CH:10]=[CH:11][C:12]([C:31]([C:26]2[C:27](=[O:30])[CH:28]=[CH:29][N:24]([C:21]3[CH:22]=[CH:23][C:18]([Cl:17])=[CH:19][CH:20]=3)[N:25]=2)=[O:32])=[CH:13][CH:14]=1)[C:2]1[CH:7]=[CH:6][CH:5]=[CH:4][CH:3]=1. (2) Given the reactants [S:1]1[CH:5]=[CH:4][CH:3]=[C:2]1[CH:6]1[O:10][CH2:9][CH2:8][O:7]1.[Li]CCCC.[Sn:16](Cl)([CH2:25][CH2:26][CH2:27][CH3:28])([CH2:21][CH2:22][CH2:23][CH3:24])[CH2:17][CH2:18][CH2:19][CH3:20], predict the reaction product. The product is: [O:7]1[CH2:8][CH2:9][O:10][CH:6]1[C:2]1[S:1][C:5]([Sn:16]([CH2:21][CH2:22][CH2:23][CH3:24])([CH2:25][CH2:26][CH2:27][CH3:28])[CH2:17][CH2:18][CH2:19][CH3:20])=[CH:4][CH:3]=1. (3) Given the reactants [O:1]1[CH2:6][CH2:5][CH2:4][O:3][CH:2]1[CH2:7][CH2:8][N:9]1[CH2:14][CH2:13][CH:12]([N:15]([CH2:30][C:31]2[CH:36]=[CH:35][C:34]([F:37])=[CH:33][CH:32]=2)C(=O)CC2C=CC(OCC(C)C)=CC=2)[CH2:11][CH2:10]1.CC(O)CC(O)C, predict the reaction product. The product is: [O:1]1[CH2:6][CH2:5][CH2:4][O:3][CH:2]1[CH2:7][CH2:8][N:9]1[CH2:10][CH2:11][CH:12]([NH:15][CH2:30][C:31]2[CH:36]=[CH:35][C:34]([F:37])=[CH:33][CH:32]=2)[CH2:13][CH2:14]1. (4) Given the reactants [Cl:1][C:2]1[CH:7]=[CH:6][CH:5]=[CH:4][C:3]=1[N:8]1[C:12]([S:13][C:14]2[CH:19]=[CH:18][CH:17]=[C:16]([CH3:20])[N:15]=2)=[CH:11][C:10]([C:21](OCC)=[O:22])=[N:9]1.[H-].C([Al+]CC(C)C)C(C)C.[OH-].[Na+], predict the reaction product. The product is: [Cl:1][C:2]1[CH:7]=[CH:6][CH:5]=[CH:4][C:3]=1[N:8]1[C:12]([S:13][C:14]2[CH:19]=[CH:18][CH:17]=[C:16]([CH3:20])[N:15]=2)=[CH:11][C:10]([CH:21]=[O:22])=[N:9]1.